From a dataset of Full USPTO retrosynthesis dataset with 1.9M reactions from patents (1976-2016). Predict the reactants needed to synthesize the given product. (1) Given the product [CH2:7]([O:14][C:15]1[CH:24]=[C:23]([CH:25]2[CH2:28][CH2:27][CH2:26]2)[C:22]([Br:29])=[CH:21][C:16]=1[C:17]([O:19][CH3:20])=[O:18])[C:8]1[CH:9]=[CH:10][CH:11]=[CH:12][CH:13]=1, predict the reactants needed to synthesize it. The reactants are: C(=O)([O-])[O-].[Na+].[Na+].[CH2:7]([O:14][C:15]1[CH:24]=[C:23]([CH:25]2[CH2:28][CH2:27][CH2:26]2)[CH:22]=[CH:21][C:16]=1[C:17]([O:19][CH3:20])=[O:18])[C:8]1[CH:13]=[CH:12][CH:11]=[CH:10][CH:9]=1.[Br:29]Br.C(=O)([O-])O.[Na+]. (2) Given the product [CH:1]1[C:10]2[C:5](=[CH:6][CH:7]=[CH:8][CH:9]=2)[CH:4]=[CH:3][C:2]=1[CH2:11][C:13]1[CH:41]=[CH:40][C:16]2[N:17]([CH2:21][CH2:22][O:23][C:24]3[CH:39]=[CH:38][C:27]([CH2:28][CH:29]([C:34]([O:36][CH3:37])=[O:35])[C:30]([O:32][CH3:33])=[O:31])=[CH:26][CH:25]=3)[C:18](=[O:20])[S:19][C:15]=2[CH:14]=1, predict the reactants needed to synthesize it. The reactants are: [CH:1]1[C:10]2[C:5](=[CH:6][CH:7]=[CH:8][CH:9]=2)[CH:4]=[CH:3][C:2]=1[C:11]([C:13]1[CH:41]=[CH:40][C:16]2[N:17]([CH2:21][CH2:22][O:23][C:24]3[CH:39]=[CH:38][C:27]([CH2:28][CH:29]([C:34]([O:36][CH3:37])=[O:35])[C:30]([O:32][CH3:33])=[O:31])=[CH:26][CH:25]=3)[C:18](=[O:20])[S:19][C:15]=2[CH:14]=1)=O.